Dataset: NCI-60 drug combinations with 297,098 pairs across 59 cell lines. Task: Regression. Given two drug SMILES strings and cell line genomic features, predict the synergy score measuring deviation from expected non-interaction effect. Drug 1: CNC(=O)C1=NC=CC(=C1)OC2=CC=C(C=C2)NC(=O)NC3=CC(=C(C=C3)Cl)C(F)(F)F. Drug 2: C1=CN(C=N1)CC(O)(P(=O)(O)O)P(=O)(O)O. Cell line: MALME-3M. Synergy scores: CSS=2.13, Synergy_ZIP=-0.806, Synergy_Bliss=-0.294, Synergy_Loewe=0.528, Synergy_HSA=-0.529.